Dataset: Forward reaction prediction with 1.9M reactions from USPTO patents (1976-2016). Task: Predict the product of the given reaction. Given the reactants [NH2:1][C@@H:2]1[C:10]2[C:5](=[CH:6][CH:7]=[CH:8][CH:9]=2)[CH2:4][C@@H:3]1[OH:11].C(N(CC)CC)C.[CH3:19][C:20]([O:23][C:24](O[C:24]([O:23][C:20]([CH3:22])([CH3:21])[CH3:19])=[O:25])=[O:25])([CH3:22])[CH3:21], predict the reaction product. The product is: [C:20]([O:23][C:24](=[O:25])[NH:1][C@@H:2]1[C:10]2[C:5](=[CH:6][CH:7]=[CH:8][CH:9]=2)[CH2:4][C@@H:3]1[OH:11])([CH3:22])([CH3:21])[CH3:19].